Dataset: Forward reaction prediction with 1.9M reactions from USPTO patents (1976-2016). Task: Predict the product of the given reaction. (1) Given the reactants [CH2:1]1[CH:9]2[N:4]([CH2:5][CH2:6][CH:7]([C:10]3[C:18]4[C:13](=[CH:14][CH:15]=[CH:16][N:17]=4)[NH:12][CH:11]=3)[CH2:8]2)[CH2:3][CH2:2]1.[CH:19]1[C:28]2[C:23](=[CH:24][CH:25]=[CH:26][CH:27]=2)[CH:22]=[CH:21][C:20]=1[S:29](Cl)(=[O:31])=[O:30].C[Si]([N-][Si](C)(C)C)(C)C.[Na+], predict the reaction product. The product is: [CH2:1]1[CH:9]2[N:4]([CH2:5][CH2:6][CH:7]([C:10]3[C:18]4[C:13](=[CH:14][CH:15]=[CH:16][N:17]=4)[N:12]([S:29]([C:20]4[CH:21]=[CH:22][C:23]5[C:28](=[CH:27][CH:26]=[CH:25][CH:24]=5)[CH:19]=4)(=[O:31])=[O:30])[CH:11]=3)[CH2:8]2)[CH2:3][CH2:2]1. (2) Given the reactants [OH:1][C:2]1[CH:9]=[C:8]([O:10][CH3:11])[CH:7]=[CH:6][C:3]=1[CH:4]=O.Cl.C(N)CC.C([O:19][C:20](=O)[CH2:21][N+:22]([O-:24])=[O:23])C.O, predict the reaction product. The product is: [N+:22]([C:21]1[C:20](=[O:19])[O:1][C:2]2[C:3]([CH:4]=1)=[CH:6][CH:7]=[C:8]([O:10][CH3:11])[CH:9]=2)([O-:24])=[O:23].